From a dataset of Merck oncology drug combination screen with 23,052 pairs across 39 cell lines. Regression. Given two drug SMILES strings and cell line genomic features, predict the synergy score measuring deviation from expected non-interaction effect. (1) Drug 1: O=C(CCCCCCC(=O)Nc1ccccc1)NO. Drug 2: C#Cc1cccc(Nc2ncnc3cc(OCCOC)c(OCCOC)cc23)c1. Cell line: LNCAP. Synergy scores: synergy=44.0. (2) Drug 1: O=P1(N(CCCl)CCCl)NCCCO1. Drug 2: COC1=C2CC(C)CC(OC)C(O)C(C)C=C(C)C(OC(N)=O)C(OC)C=CC=C(C)C(=O)NC(=CC1=O)C2=O. Cell line: COLO320DM. Synergy scores: synergy=2.94. (3) Drug 1: O=S1(=O)NC2(CN1CC(F)(F)F)C1CCC2Cc2cc(C=CCN3CCC(C(F)(F)F)CC3)ccc2C1. Drug 2: CCc1cnn2c(NCc3ccc[n+]([O-])c3)cc(N3CCCCC3CCO)nc12. Cell line: NCIH460. Synergy scores: synergy=-10.0. (4) Drug 1: COC12C(COC(N)=O)C3=C(C(=O)C(C)=C(N)C3=O)N1CC1NC12. Cell line: RPMI7951. Synergy scores: synergy=13.1. Drug 2: COC1CC2CCC(C)C(O)(O2)C(=O)C(=O)N2CCCCC2C(=O)OC(C(C)CC2CCC(OP(C)(C)=O)C(OC)C2)CC(=O)C(C)C=C(C)C(O)C(OC)C(=O)C(C)CC(C)C=CC=CC=C1C. (5) Drug 1: O=c1[nH]cc(F)c(=O)[nH]1. Drug 2: C=CCn1c(=O)c2cnc(Nc3ccc(N4CCN(C)CC4)cc3)nc2n1-c1cccc(C(C)(C)O)n1. Cell line: RKO. Synergy scores: synergy=19.3. (6) Drug 1: CCC1=CC2CN(C1)Cc1c([nH]c3ccccc13)C(C(=O)OC)(c1cc3c(cc1OC)N(C)C1C(O)(C(=O)OC)C(OC(C)=O)C4(CC)C=CCN5CCC31C54)C2. Drug 2: CNC(=O)c1cc(Oc2ccc(NC(=O)Nc3ccc(Cl)c(C(F)(F)F)c3)cc2)ccn1. Cell line: NCIH520. Synergy scores: synergy=-2.36. (7) Drug 1: Cn1nnc2c(C(N)=O)ncn2c1=O. Drug 2: CCc1cnn2c(NCc3ccc[n+]([O-])c3)cc(N3CCCCC3CCO)nc12. Cell line: HCT116. Synergy scores: synergy=-6.37.